From a dataset of Reaction yield outcomes from USPTO patents with 853,638 reactions. Predict the reaction yield, written as a fraction of the theoretical maximum amount of product (1.0 means a 100% yield; for example, 0.34 means a 34% yield). (1) The reactants are [C:1]1([C:11]2([CH2:16][C:17]([NH2:19])=[NH:18])[CH2:15][CH2:14][CH2:13][CH2:12]2)[C:10]2[C:5](=[CH:6][CH:7]=[CH:8][CH:9]=2)[CH:4]=[CH:3][CH:2]=1.Cl.[C:21]([O:25][C:26](=[O:41])/[C:27](/O)=[C:28](\[O:32][CH2:33][C:34]1[CH:39]=[CH:38][CH:37]=[CH:36][CH:35]=1)/[C:29](O)=[O:30])([CH3:24])([CH3:23])[CH3:22].C[O-].[Na+]. The catalyst is CO.CCCCCC.C(OCC)(=O)C. The product is [C:21]([O:25][C:26]([C:27]1[C:28]([O:32][CH2:33][C:34]2[CH:39]=[CH:38][CH:37]=[CH:36][CH:35]=2)=[C:29]([OH:30])[N:19]=[C:17]([CH2:16][C:11]2([C:1]3[C:10]4[C:5](=[CH:6][CH:7]=[CH:8][CH:9]=4)[CH:4]=[CH:3][CH:2]=3)[CH2:15][CH2:14][CH2:13][CH2:12]2)[N:18]=1)=[O:41])([CH3:24])([CH3:22])[CH3:23]. The yield is 0.480. (2) The reactants are [Br:1][C:2]1[CH:3]=[C:4]2[C:8](=[CH:9][CH:10]=1)[NH:7][C:6](=[O:11])[C:5]2([OH:13])[CH3:12].[CH3:14]C(C)([O-])C.[K+].COS(C1C=CC(C)=CC=1)(=O)=O.[Cl-].[NH4+]. The catalyst is CN(C=O)C. The product is [Br:1][C:2]1[CH:3]=[C:4]2[C:8](=[CH:9][CH:10]=1)[NH:7][C:6](=[O:11])[C:5]2([O:13][CH3:14])[CH3:12]. The yield is 0.530. (3) The reactants are [CH3:1][O:2][C:3]1[CH:13]=[CH:12][CH:11]=[C:10]([CH3:14])[C:4]=1[C:5]([O:7][CH2:8][CH3:9])=[O:6].[Br:15]N1C(=O)CCC1=O. The catalyst is C(Cl)(Cl)(Cl)Cl.C(OCC)C.C(OOC(=O)C1C=CC=CC=1)(=O)C1C=CC=CC=1. The product is [Br:15][CH2:14][C:10]1[C:4]([C:5]([O:7][CH2:8][CH3:9])=[O:6])=[C:3]([O:2][CH3:1])[CH:13]=[CH:12][CH:11]=1. The yield is 0.600.